Predict the reaction yield, written as a fraction of the theoretical maximum amount of product (1.0 means a 100% yield; for example, 0.34 means a 34% yield). From a dataset of Reaction yield outcomes from USPTO patents with 853,638 reactions. (1) The reactants are C[O:2][CH2:3][C@@H:4]([O:6][C:7]1[N:12]=[CH:11][C:10]([C:13]2[C:14]([CH3:32])=[N:15][CH:16]=[C:17]([NH:19][C:20](=[O:31])[C:21]3[CH:26]=[CH:25][CH:24]=[C:23]([C:27]([F:30])([F:29])[F:28])[CH:22]=3)[CH:18]=2)=[CH:9][C:8]=1[N:33]1[CH2:38][CH2:37][O:36][CH2:35][CH2:34]1)[CH3:5].B(Br)(Br)Br. The catalyst is C(Cl)Cl. The product is [OH:2][CH2:3][C@@H:4]([O:6][C:7]1[N:12]=[CH:11][C:10]([C:13]2[C:14]([CH3:32])=[N:15][CH:16]=[C:17]([NH:19][C:20](=[O:31])[C:21]3[CH:26]=[CH:25][CH:24]=[C:23]([C:27]([F:28])([F:29])[F:30])[CH:22]=3)[CH:18]=2)=[CH:9][C:8]=1[N:33]1[CH2:38][CH2:37][O:36][CH2:35][CH2:34]1)[CH3:5]. The yield is 0.170. (2) The reactants are Cl[C:2]1[C:3]2[N:11]=[N:10][N:9]([CH2:12][C:13]3[CH:18]=[CH:17][CH:16]=[C:15]([C:19]4([OH:23])[CH2:22][CH2:21][CH2:20]4)[N:14]=3)[C:4]=2[N:5]=[C:6]([NH2:8])[N:7]=1.[CH3:24][O:25][C:26]1[CH:27]=[C:28](B(O)O)[CH:29]=[CH:30][CH:31]=1. No catalyst specified. The product is [CH3:24][O:25][C:26]1[CH:31]=[C:30]([C:2]2[C:3]3[N:11]=[N:10][N:9]([CH2:12][C:13]4[CH:18]=[CH:17][CH:16]=[C:15]([C:19]5([OH:23])[CH2:22][CH2:21][CH2:20]5)[N:14]=4)[C:4]=3[N:5]=[C:6]([NH2:8])[N:7]=2)[CH:29]=[CH:28][CH:27]=1. The yield is 0.160. (3) The reactants are CC(C)([O-])C.[Na+].[CH2:7]1[C:11]2([CH2:16][CH2:15][NH:14][CH2:13][CH2:12]2)[CH2:10][CH2:9][N:8]1[C:17]([O:19][C:20]([CH3:23])([CH3:22])[CH3:21])=[O:18].Cl[C:25]1[N:30]=[CH:29][C:28]([C:31]([F:34])([F:33])[F:32])=[CH:27][N:26]=1.C1C=CC(P(C2C(C3C(P(C4C=CC=CC=4)C4C=CC=CC=4)=CC=C4C=3C=CC=C4)=C3C(C=CC=C3)=CC=2)C2C=CC=CC=2)=CC=1. The catalyst is C1(C)C=CC=CC=1.CC([O-])=O.CC([O-])=O.[Pd+2]. The product is [F:32][C:31]([F:34])([F:33])[C:28]1[CH:27]=[N:26][C:25]([N:14]2[CH2:13][CH2:12][C:11]3([CH2:7][N:8]([C:17]([O:19][C:20]([CH3:23])([CH3:22])[CH3:21])=[O:18])[CH2:9][CH2:10]3)[CH2:16][CH2:15]2)=[N:30][CH:29]=1. The yield is 0.410.